Dataset: Peptide-MHC class I binding affinity with 185,985 pairs from IEDB/IMGT. Task: Regression. Given a peptide amino acid sequence and an MHC pseudo amino acid sequence, predict their binding affinity value. This is MHC class I binding data. The peptide sequence is VTHLLAEMNR. The MHC is HLA-A68:01 with pseudo-sequence HLA-A68:01. The binding affinity (normalized) is 0.271.